This data is from Catalyst prediction with 721,799 reactions and 888 catalyst types from USPTO. The task is: Predict which catalyst facilitates the given reaction. (1) Reactant: Br[C:2]1[C:10]2[C:9]([NH:11][C@H:12]([C:14]3[N:19]([C:20]4[CH:25]=[CH:24][CH:23]=[CH:22][CH:21]=4)[C:18](=[O:26])[C:17]4=[C:27]([CH3:30])[CH:28]=[CH:29][N:16]4[N:15]=3)[CH3:13])=[N:8][CH:7]=[N:6][C:5]=2[N:4]([CH2:31][O:32][CH2:33][CH2:34][Si:35]([CH3:38])([CH3:37])[CH3:36])[CH:3]=1.[CH3:39][O:40][C:41]1[C:46]([NH2:47])=[CH:45][C:44](B2OC(C)(C)C(C)(C)O2)=[CH:43][N:42]=1.C(=O)([O-])[O-].[Na+].[Na+]. Product: [NH2:47][C:46]1[CH:45]=[C:44]([C:2]2[C:10]3[C:9]([NH:11][C@H:12]([C:14]4[N:19]([C:20]5[CH:25]=[CH:24][CH:23]=[CH:22][CH:21]=5)[C:18](=[O:26])[C:17]5=[C:27]([CH3:30])[CH:28]=[CH:29][N:16]5[N:15]=4)[CH3:13])=[N:8][CH:7]=[N:6][C:5]=3[N:4]([CH2:31][O:32][CH2:33][CH2:34][Si:35]([CH3:38])([CH3:37])[CH3:36])[CH:3]=2)[CH:43]=[N:42][C:41]=1[O:40][CH3:39]. The catalyst class is: 600. (2) Reactant: Br[C:2]1[C:3](=[O:10])[N:4]([CH3:9])[N:5]=[C:6]([Cl:8])[CH:7]=1.[NH2:11][C:12]1[N:17]=[CH:16][C:15]([CH:18]2[CH2:23][CH2:22][N:21]([C:24]([O:26][C:27]([CH3:30])([CH3:29])[CH3:28])=[O:25])[CH2:20][CH2:19]2)=[CH:14][CH:13]=1.C1(P(C2C=CC=CC=2)C2C3OC4C(=CC=CC=4P(C4C=CC=CC=4)C4C=CC=CC=4)C(C)(C)C=3C=CC=2)C=CC=CC=1.C(=O)([O-])[O-].[Cs+].[Cs+]. Product: [C:27]([O:26][C:24]([N:21]1[CH2:20][CH2:19][CH:18]([C:15]2[CH:16]=[N:17][C:12]([NH:11][C:2]3[C:3](=[O:10])[N:4]([CH3:9])[N:5]=[C:6]([Cl:8])[CH:7]=3)=[CH:13][CH:14]=2)[CH2:23][CH2:22]1)=[O:25])([CH3:30])([CH3:28])[CH3:29]. The catalyst class is: 62. (3) Reactant: C1CN([P+](ON2N=NC3C=CC=CC2=3)(N2CCCC2)N2CCCC2)CC1.F[P-](F)(F)(F)(F)F.C(N(CC)C(C)C)(C)C.[Cl:43][C:44]1[CH:45]=[CH:46][C:47]2[N:53]3[C:54]([CH:57]([CH3:59])[CH3:58])=[N:55][N:56]=[C:52]3[CH:51]([CH2:60][C:61](O)=[O:62])[O:50][CH:49]([C:64]3[CH:69]=[CH:68][CH:67]=[C:66]([O:70][CH3:71])[C:65]=3[O:72][CH3:73])[C:48]=2[CH:74]=1.[CH3:75][CH:76]1[CH2:81][CH2:80][NH:79][CH2:78][CH2:77]1. Product: [Cl:43][C:44]1[CH:45]=[CH:46][C:47]2[N:53]3[C:54]([CH:57]([CH3:58])[CH3:59])=[N:55][N:56]=[C:52]3[CH:51]([CH2:60][C:61]([N:79]3[CH2:80][CH2:81][CH:76]([CH3:75])[CH2:77][CH2:78]3)=[O:62])[O:50][CH:49]([C:64]3[CH:69]=[CH:68][CH:67]=[C:66]([O:70][CH3:71])[C:65]=3[O:72][CH3:73])[C:48]=2[CH:74]=1. The catalyst class is: 213. (4) Product: [Cl:8][C:9]1[N:17]=[C:16]2[C:12]([N:13]([CH:37]([C:39]3[CH:44]=[CH:43][C:42]([Cl:45])=[CH:41][CH:40]=3)[CH3:38])[CH:14]=[N:15]2)=[C:11]([Cl:46])[N:10]=1. The catalyst class is: 2. Reactant: C(O)(C(F)(F)F)=O.[Cl:8][C:9]1[N:17]=[C:16]2[C:12]([N:13]([CH:37]([C:39]3[CH:44]=[CH:43][C:42]([Cl:45])=[CH:41][CH:40]=3)[CH3:38])[CH2:14][N:15]2C(C2C=CC=CC=2)(C2C=CC=CC=2)C2C=CC=CC=2)=[C:11]([Cl:46])[N:10]=1. (5) Product: [N:9]([C:8]1[CH:7]=[CH:6][C:5]([O:4][CH2:3][C:2]([F:16])([F:1])[C:12]([F:13])([F:14])[F:15])=[CH:11][CH:10]=1)=[C:23]=[S:24]. Reactant: [F:1][C:2]([F:16])([C:12]([F:15])([F:14])[F:13])[CH2:3][O:4][C:5]1[CH:11]=[CH:10][C:8]([NH2:9])=[CH:7][CH:6]=1.C(=O)([O-])[O-].[Na+].[Na+].[C:23](Cl)(Cl)=[S:24]. The catalyst class is: 7. (6) Reactant: [CH3:1][N:2]1[C:10]2[C:5](=[N:6][C:7]([CH3:16])=[CH:8][C:9]=2[N:11]([CH2:14][CH3:15])[CH2:12][CH3:13])[CH:4]=[N:3]1.[CH3:17][C:18]1[CH:23]=[C:22]([N:24]2[CH:28]=[CH:27][CH:26]=[N:25]2)[CH:21]=[CH:20][C:19]=1B(O)O.C(=O)([O-])[O-].[Na+].[Na+].C1(C)C=CC=CC=1. Product: [CH3:1][N:2]1[C:10]2[C:5](=[N:6][C:7]([CH3:16])=[CH:8][C:9]=2[N:11]([CH2:14][CH3:15])[CH2:12][CH3:13])[C:4]([C:19]2[CH:20]=[CH:21][C:22]([N:24]3[CH:28]=[CH:27][CH:26]=[N:25]3)=[CH:23][C:18]=2[CH3:17])=[N:3]1. The catalyst class is: 461. (7) Product: [NH2:1][C:2]1[CH:3]=[C:4]([C:12]2[CH:17]=[CH:16][CH:15]=[CH:14][C:13]=2[F:18])[CH:5]=[CH:6][C:7]=1[C:8]([OH:10])=[O:9]. Reactant: [NH2:1][C:2]1[CH:3]=[C:4]([C:12]2[CH:17]=[CH:16][CH:15]=[CH:14][C:13]=2[F:18])[CH:5]=[CH:6][C:7]=1[C:8]([O:10]C)=[O:9].[OH-].[Na+]. The catalyst class is: 1.